From a dataset of Full USPTO retrosynthesis dataset with 1.9M reactions from patents (1976-2016). Predict the reactants needed to synthesize the given product. (1) The reactants are: [F:1][C:2]([F:17])([F:16])[C:3]([NH:5][C:6]([CH3:15])([CH3:14])[CH2:7][C:8]1[CH:13]=[CH:12][CH:11]=[CH:10][CH:9]=1)=[O:4].S(=O)(=O)(O)O.II.O.O.[I:27](O)(=O)(=O)=O. Given the product [F:1][C:2]([F:16])([F:17])[C:3]([NH:5][C:6]([CH3:15])([CH3:14])[CH2:7][C:8]1[CH:13]=[CH:12][C:11]([I:27])=[CH:10][CH:9]=1)=[O:4], predict the reactants needed to synthesize it. (2) Given the product [CH2:1]([O:3][C:4]1[CH:5]=[CH:6][C:7]([F:18])=[C:8]([C:10]2[CH:15]=[CH:14][N+:13]([O-:27])=[C:12]([C:16]#[N:17])[CH:11]=2)[CH:9]=1)[CH3:2], predict the reactants needed to synthesize it. The reactants are: [CH2:1]([O:3][C:4]1[CH:5]=[CH:6][C:7]([F:18])=[C:8]([C:10]2[CH:15]=[CH:14][N:13]=[C:12]([C:16]#[N:17])[CH:11]=2)[CH:9]=1)[CH3:2].C1C=C(Cl)C=C(C(OO)=[O:27])C=1. (3) Given the product [CH:2]([N:5]1[C:11]([C:12]([O:14][CH2:15][CH3:16])=[O:13])=[CH:10][CH:9]=[N:6]1)([CH3:4])[CH3:3], predict the reactants needed to synthesize it. The reactants are: Cl.[CH:2]([NH:5][NH2:6])([CH3:4])[CH3:3].CN(C)[CH:9]=[CH:10][C:11](=O)[C:12]([O:14][CH2:15][CH3:16])=[O:13]. (4) The reactants are: C([O:4][CH2:5][C:6]1[C:11]([N:12]2[CH2:24][CH2:23][C:22]3[N:21]4[C:16]([CH2:17][CH2:18][CH2:19][CH2:20]4)=[CH:15][C:14]=3[C:13]2=[O:25])=[CH:10][C:9]([F:26])=[CH:8][C:7]=1[C:27]1[CH:32]=[C:31]([NH:33][C:34]2[CH:39]=[CH:38][C:37]([N:40]3[CH2:45][CH2:44][N:43]([CH:46]4[CH2:49][O:48][CH2:47]4)[CH2:42][CH:41]3[CH2:50][CH3:51])=[CH:36][N:35]=2)[C:30](=[O:52])[N:29]([CH3:53])[CH:28]=1)(=O)C.[OH-].[Li+]. Given the product [CH2:50]([C@H:41]1[CH2:42][N:43]([CH:46]2[CH2:47][O:48][CH2:49]2)[CH2:44][CH2:45][N:40]1[C:37]1[CH:38]=[CH:39][C:34]([NH:33][C:31]2[C:30](=[O:52])[N:29]([CH3:53])[CH:28]=[C:27]([C:7]3[C:6]([CH2:5][OH:4])=[C:11]([N:12]4[CH2:24][CH2:23][C:22]5[N:21]6[C:16]([CH2:17][CH2:18][CH2:19][CH2:20]6)=[CH:15][C:14]=5[C:13]4=[O:25])[CH:10]=[C:9]([F:26])[CH:8]=3)[CH:32]=2)=[N:35][CH:36]=1)[CH3:51], predict the reactants needed to synthesize it. (5) The reactants are: N#N.[C:3]1([C:9]2[O:13][CH:12]=[N:11][C:10]=2[C:14]([OH:16])=O)[CH:8]=[CH:7][CH:6]=[CH:5][CH:4]=1.CN(C=O)C.C(Cl)(=O)C([Cl:25])=O. Given the product [C:3]1([C:9]2[O:13][CH:12]=[N:11][C:10]=2[C:14]([Cl:25])=[O:16])[CH:8]=[CH:7][CH:6]=[CH:5][CH:4]=1, predict the reactants needed to synthesize it.